This data is from Forward reaction prediction with 1.9M reactions from USPTO patents (1976-2016). The task is: Predict the product of the given reaction. (1) The product is: [Br:1][C:2]1[CH:3]=[C:4]2[C:9](=[CH:10][CH:11]=1)[C:8](=[O:12])[NH:7][C:6](=[O:13])/[C:5]/2=[CH:14]\[NH:27][CH2:26][CH2:25][CH2:24][N:23]([CH3:28])[CH3:22]. Given the reactants [Br:1][C:2]1[CH:3]=[C:4]2[C:9](=[CH:10][CH:11]=1)[C:8](=[O:12])[NH:7][C:6](=[O:13])[C:5]2=[CH:14]OC.CN(C)C=O.[CH3:22][N:23]([CH3:28])[CH2:24][CH2:25][CH2:26][NH2:27], predict the reaction product. (2) Given the reactants [Cl:1][C:2]1[CH:7]=[C:6]([CH2:8][CH2:9][CH:10]=O)[C:5]([C:12]#[N:13])=[CH:4][C:3]=1[NH:14][C:15]1[N:20]=[C:19]([N:21]([CH:31]2[CH2:33][CH2:32]2)CC2C=CC(OC)=CC=2)[C:18]2=[N:34][CH:35]=[C:36]([C:37]#[N:38])[N:17]2[N:16]=1.[CH3:39][O:40][CH:41]1[CH2:44][NH:43][CH2:42]1.CC(O)=O.C([BH3-])#N.[Na+], predict the reaction product. The product is: [Cl:1][C:2]1[CH:7]=[C:6]([CH2:8][CH2:9][CH2:10][N:43]2[CH2:44][CH:41]([O:40][CH3:39])[CH2:42]2)[C:5]([C:12]#[N:13])=[CH:4][C:3]=1[NH:14][C:15]1[N:20]=[C:19]([NH:21][CH:31]2[CH2:32][CH2:33]2)[C:18]2=[N:34][CH:35]=[C:36]([C:37]#[N:38])[N:17]2[N:16]=1. (3) Given the reactants [Br:1][C:2]1[CH:9]=[CH:8][C:5]([CH2:6][OH:7])=[CH:4][CH:3]=1.S([O-])([O-])(=O)=O.[Na+].[Na+].[F:17][C:18]([F:26])(S(F)(=O)=O)C(O)=O.O, predict the reaction product. The product is: [Br:1][C:2]1[CH:9]=[CH:8][C:5]([CH2:6][O:7][CH:18]([F:26])[F:17])=[CH:4][CH:3]=1. (4) Given the reactants [Br:1][C:2]1[CH:3]=[C:4]([N+:9]([O-:11])=[O:10])[C:5](O)=[N:6][CH:7]=1.O.C(=O)(O)[O-].[Na+].P(Cl)(Cl)([Cl:20])=O, predict the reaction product. The product is: [Br:1][C:2]1[CH:3]=[C:4]([N+:9]([O-:11])=[O:10])[C:5]([Cl:20])=[N:6][CH:7]=1. (5) Given the reactants [CH3:1][O:2][C:3]1[N:8]=[CH:7][C:6](C(O)=O)=[CH:5][N:4]=1.CC[N:14]([CH:18](C)C)C(C)C.C1C=CC(P(N=[N+]=[N-])(C2C=CC=CC=2)=[O:28])=CC=1.Cl.[F:39][C:40]([F:60])([F:59])[C:41]1[CH:46]=[CH:45][C:44]([C@@H:47]([C:49]2[C:54]([C:55]([F:58])([F:57])[F:56])=[CH:53][CH:52]=[CH:51][N:50]=2)[NH2:48])=[CH:43][CH:42]=1, predict the reaction product. The product is: [CH3:1][O:2][C:3]1[N:4]=[CH:5][C:6]([NH:14][C:18]([NH:48][C@@H:47]([C:44]2[CH:43]=[CH:42][C:41]([C:40]([F:59])([F:39])[F:60])=[CH:46][CH:45]=2)[C:49]2[C:54]([C:55]([F:58])([F:56])[F:57])=[CH:53][CH:52]=[CH:51][N:50]=2)=[O:28])=[CH:7][N:8]=1. (6) Given the reactants [Cl:1][C:2]1[CH:3]=[C:4]([NH:8][C:9]2[N:14]=[CH:13][N:12]=[C:11]([C:15]3[CH:20]=[CH:19][N:18]=[C:17]([C:21]([OH:23])=O)[CH:16]=3)[N:10]=2)[CH:5]=[CH:6][CH:7]=1.C(N(CC)CC)C.Cl.NO.F[P-](F)(F)(F)(F)F.[N:41]1([O:50]C(N(C)C)=[N+](C)C)C2N=CC=CC=2N=N1, predict the reaction product. The product is: [Cl:1][C:2]1[CH:3]=[C:4]([NH:8][C:9]2[N:14]=[CH:13][N:12]=[C:11]([C:15]3[CH:20]=[CH:19][N:18]=[C:17]([C:21]([NH:41][OH:50])=[O:23])[CH:16]=3)[N:10]=2)[CH:5]=[CH:6][CH:7]=1. (7) Given the reactants C1C=C(Cl)C=C(C(OO)=[O:9])C=1.[CH3:12][C:13]1[CH:14]=[CH:15][C:16]2[N:17]([CH3:44])[C:18](=[O:43])[C:19]3[CH:29]=[C:28]([CH2:30][CH2:31][O:32][C:33]4[C:42]5[C:37](=[CH:38][CH:39]=[CH:40][CH:41]=5)[N:36]=[CH:35][CH:34]=4)[CH:27]=[N:26][C:20]=3[N:21]([CH2:24][CH3:25])[C:22]=2[N:23]=1, predict the reaction product. The product is: [CH3:12][C:13]1[CH:14]=[CH:15][C:16]2[N:17]([CH3:44])[C:18](=[O:43])[C:19]3[CH:29]=[C:28]([CH2:30][CH2:31][O:32][C:33]4[C:42]5[C:37](=[CH:38][CH:39]=[CH:40][CH:41]=5)[N+:36]([O-:9])=[CH:35][CH:34]=4)[CH:27]=[N:26][C:20]=3[N:21]([CH2:24][CH3:25])[C:22]=2[N:23]=1. (8) Given the reactants [Cl:1][C:2]1[CH:7]=[C:6](F)[CH:5]=[CH:4][C:3]=1[I:9].C(=O)([O-])[O-].[Cs+].[Cs+].[Cl:16][C:17]1[CH:22]=[CH:21][C:20]([OH:23])=[CH:19][CH:18]=1.[Cl-].[NH4+], predict the reaction product. The product is: [Cl:1][C:2]1[CH:7]=[C:6]([O:23][C:20]2[CH:21]=[CH:22][C:17]([Cl:16])=[CH:18][CH:19]=2)[CH:5]=[CH:4][C:3]=1[I:9]. (9) Given the reactants [CH3:1][O:2][C:3]1[CH:8]=[CH:7][C:6]([C:9]2[C:18](=[O:19])[C:17]3[C:12](=[C:13]([O:23][CH2:24][CH2:25][CH3:26])[CH:14]=[C:15]4[CH2:22][CH2:21][CH2:20][C:16]4=3)[NH:11][CH:10]=2)=[CH:5][CH:4]=1.[I-].[Na+].[H-].[Na+].[P:31]([O:43][CH2:44]Cl)([O:38][C:39]([CH3:42])([CH3:41])[CH3:40])([O:33][C:34]([CH3:37])([CH3:36])[CH3:35])=[O:32], predict the reaction product. The product is: [P:31]([O:43][CH2:44][N:11]1[CH:10]=[C:9]([C:6]2[CH:5]=[CH:4][C:3]([O:2][CH3:1])=[CH:8][CH:7]=2)[C:18](=[O:19])[C:17]2[C:12]1=[C:13]([O:23][CH2:24][CH2:25][CH3:26])[CH:14]=[C:15]1[CH2:22][CH2:21][CH2:20][C:16]1=2)([O:33][C:34]([CH3:37])([CH3:36])[CH3:35])([O:38][C:39]([CH3:40])([CH3:41])[CH3:42])=[O:32]. (10) Given the reactants [C:1]([O:5][C:6](=[O:22])[N:7]([CH2:19][CH:20]=[CH2:21])[C@@H:8]1[CH2:17][CH2:16][C:15]2[C:10](=[CH:11][CH:12]=[C:13](Br)[CH:14]=2)[CH2:9]1)([CH3:4])([CH3:3])[CH3:2].C(P(C(C)(C)C)C(C)(C)C)(C)(C)C.[CH:36]([C:39]1[CH:44]=[CH:43][C:42]([S:45]([NH2:48])(=[O:47])=[O:46])=[CH:41][CH:40]=1)([CH3:38])[CH3:37].[H-].[Na+], predict the reaction product. The product is: [C:1]([O:5][C:6](=[O:22])[N:7]([CH2:19][CH:20]=[CH2:21])[C@@H:8]1[CH2:17][CH2:16][C:15]2[C:10](=[CH:11][CH:12]=[C:13]([NH:48][S:45]([C:42]3[CH:43]=[CH:44][C:39]([CH:36]([CH3:38])[CH3:37])=[CH:40][CH:41]=3)(=[O:46])=[O:47])[CH:14]=2)[CH2:9]1)([CH3:4])([CH3:3])[CH3:2].